The task is: Predict the reactants needed to synthesize the given product.. This data is from Full USPTO retrosynthesis dataset with 1.9M reactions from patents (1976-2016). Given the product [F:1][C:2]1[CH:10]=[C:9]([CH3:11])[CH:8]=[CH:7][C:3]=1[C:4]([O:6][C:12]([CH3:15])([CH3:14])[CH3:13])=[O:5], predict the reactants needed to synthesize it. The reactants are: [F:1][C:2]1[CH:10]=[C:9]([CH3:11])[CH:8]=[CH:7][C:3]=1[C:4]([OH:6])=[O:5].[C:12](OC(O[C:12]([CH3:15])([CH3:14])[CH3:13])N(C)C)([CH3:15])([CH3:14])[CH3:13].O.